This data is from NCI-60 drug combinations with 297,098 pairs across 59 cell lines. The task is: Regression. Given two drug SMILES strings and cell line genomic features, predict the synergy score measuring deviation from expected non-interaction effect. (1) Drug 1: CCCS(=O)(=O)NC1=C(C(=C(C=C1)F)C(=O)C2=CNC3=C2C=C(C=N3)C4=CC=C(C=C4)Cl)F. Drug 2: C1=CN(C=N1)CC(O)(P(=O)(O)O)P(=O)(O)O. Cell line: SNB-75. Synergy scores: CSS=11.8, Synergy_ZIP=-1.83, Synergy_Bliss=4.86, Synergy_Loewe=-1.65, Synergy_HSA=2.92. (2) Drug 1: C#CCC(CC1=CN=C2C(=N1)C(=NC(=N2)N)N)C3=CC=C(C=C3)C(=O)NC(CCC(=O)O)C(=O)O. Drug 2: C1CNP(=O)(OC1)N(CCCl)CCCl. Cell line: SNB-75. Synergy scores: CSS=-2.05, Synergy_ZIP=0.980, Synergy_Bliss=-0.102, Synergy_Loewe=-2.34, Synergy_HSA=-2.23. (3) Drug 1: CS(=O)(=O)CCNCC1=CC=C(O1)C2=CC3=C(C=C2)N=CN=C3NC4=CC(=C(C=C4)OCC5=CC(=CC=C5)F)Cl. Drug 2: COC1=C2C(=CC3=C1OC=C3)C=CC(=O)O2. Cell line: SR. Synergy scores: CSS=-7.78, Synergy_ZIP=0.176, Synergy_Bliss=-5.68, Synergy_Loewe=-10.6, Synergy_HSA=-10.4. (4) Drug 1: CCC1=CC2CC(C3=C(CN(C2)C1)C4=CC=CC=C4N3)(C5=C(C=C6C(=C5)C78CCN9C7C(C=CC9)(C(C(C8N6C)(C(=O)OC)O)OC(=O)C)CC)OC)C(=O)OC.C(C(C(=O)O)O)(C(=O)O)O. Drug 2: C(CN)CNCCSP(=O)(O)O. Cell line: RPMI-8226. Synergy scores: CSS=34.8, Synergy_ZIP=-1.53, Synergy_Bliss=-0.801, Synergy_Loewe=-23.9, Synergy_HSA=-0.585. (5) Drug 1: CS(=O)(=O)CCNCC1=CC=C(O1)C2=CC3=C(C=C2)N=CN=C3NC4=CC(=C(C=C4)OCC5=CC(=CC=C5)F)Cl. Drug 2: CC1=C(C(=O)C2=C(C1=O)N3CC4C(C3(C2COC(=O)N)OC)N4)N. Cell line: BT-549. Synergy scores: CSS=18.3, Synergy_ZIP=-3.52, Synergy_Bliss=3.18, Synergy_Loewe=-15.4, Synergy_HSA=-0.741.